This data is from Full USPTO retrosynthesis dataset with 1.9M reactions from patents (1976-2016). The task is: Predict the reactants needed to synthesize the given product. (1) Given the product [CH2:1]([O:3][C:4](=[O:11])[CH:5]([Br:12])[C:6](=[O:10])[CH:7]([CH3:8])[CH3:9])[CH3:2], predict the reactants needed to synthesize it. The reactants are: [CH2:1]([O:3][C:4](=[O:11])[CH2:5][C:6](=[O:10])[CH:7]([CH3:9])[CH3:8])[CH3:2].[Br:12]Br. (2) The reactants are: [CH3:1][N:2]1[C:7](=[O:8])[CH:6]=[CH:5][C:4]([C:9](=[O:28])[CH2:10][CH:11]([C:19]2[CH:27]=[CH:26][C:22]([C:23](O)=[O:24])=[CH:21][CH:20]=2)[C:12]2[CH:17]=[CH:16][CH:15]=[CH:14][C:13]=2[CH3:18])=[CH:3]1.[NH2:29][C@@H:30]([CH:33]([CH3:35])[CH3:34])[CH2:31][OH:32].F[P-](F)(F)(F)(F)F.N1(O[P+](N(C)C)(N(C)C)N(C)C)C2C=CC=CC=2N=N1. Given the product [OH:32][CH2:31][C@@H:30]([NH:29][C:23](=[O:24])[C:22]1[CH:26]=[CH:27][C:19]([CH:11]([C:12]2[CH:17]=[CH:16][CH:15]=[CH:14][C:13]=2[CH3:18])[CH2:10][C:9]([C:4]2[CH:5]=[CH:6][C:7](=[O:8])[N:2]([CH3:1])[CH:3]=2)=[O:28])=[CH:20][CH:21]=1)[CH:33]([CH3:35])[CH3:34], predict the reactants needed to synthesize it. (3) Given the product [F:16][C:17]1[CH:22]=[C:21]([F:23])[CH:20]=[CH:19][C:18]=1[C:24]1[N:29]=[C:28]([N:30]2[CH2:31][CH2:32][N:33]([C:8]([NH:7][C:5]3[O:4][N:3]=[C:2]([CH3:1])[CH:6]=3)=[O:15])[CH2:34][CH2:35]2)[CH:27]=[CH:26][CH:25]=1, predict the reactants needed to synthesize it. The reactants are: [CH3:1][C:2]1[CH:6]=[C:5]([NH:7][C:8](=[O:15])OCC(Cl)(Cl)Cl)[O:4][N:3]=1.[F:16][C:17]1[CH:22]=[C:21]([F:23])[CH:20]=[CH:19][C:18]=1[C:24]1[N:29]=[C:28]([N:30]2[CH2:35][CH2:34][NH:33][CH2:32][CH2:31]2)[CH:27]=[CH:26][CH:25]=1. (4) Given the product [NH2:8][C@@H:9]1[CH2:14][CH2:13][N:12]([C:15]([O:17][C:18]([CH3:20])([CH3:19])[CH3:21])=[O:16])[CH2:11][C@@H:10]1[F:22], predict the reactants needed to synthesize it. The reactants are: C([NH:8][C@@H:9]1[CH2:14][CH2:13][N:12]([C:15]([O:17][C:18]([CH3:21])([CH3:20])[CH3:19])=[O:16])[CH2:11][C@@H:10]1[F:22])C1C=CC=CC=1.C([O-])=O.[NH4+]. (5) Given the product [CH2:1]([C:8]1[CH:9]=[N:10][C:11]([N:14]2[C@H:19]3[CH2:20][CH2:21][C@@H:15]2[CH2:16][NH:17][CH2:18]3)=[N:12][CH:13]=1)[C:2]1[CH:3]=[CH:4][CH:5]=[CH:6][CH:7]=1, predict the reactants needed to synthesize it. The reactants are: [CH2:1]([C:8]1[CH:9]=[N:10][C:11]([N:14]2[C@H:19]3[CH2:20][CH2:21][C@@H:15]2[CH2:16][N:17](C(OC(C)(C)C)=O)[CH2:18]3)=[N:12][CH:13]=1)[C:2]1[CH:7]=[CH:6][CH:5]=[CH:4][CH:3]=1.